Dataset: Full USPTO retrosynthesis dataset with 1.9M reactions from patents (1976-2016). Task: Predict the reactants needed to synthesize the given product. (1) Given the product [CH2:1]([N:3]([CH2:20][CH3:21])[CH2:4][CH2:5][N:6]1[CH2:12][CH2:11][CH2:10][C:9]2[NH:13][C:14]([CH:17]=[C:28]3[C:27]4[C:31](=[CH:32][C:24]([O:23][CH3:22])=[CH:25][CH:26]=4)[NH:30][C:29]3=[O:33])=[C:15]([CH3:16])[C:8]=2[C:7]1=[O:19])[CH3:2], predict the reactants needed to synthesize it. The reactants are: [CH2:1]([N:3]([CH2:20][CH3:21])[CH2:4][CH2:5][N:6]1[CH2:12][CH2:11][CH2:10][C:9]2[NH:13][C:14]([CH:17]=O)=[C:15]([CH3:16])[C:8]=2[C:7]1=[O:19])[CH3:2].[CH3:22][O:23][C:24]1[CH:32]=[C:31]2[C:27]([CH2:28][C:29](=[O:33])[NH:30]2)=[CH:26][CH:25]=1. (2) Given the product [CH3:13][N:14]([CH2:15][C:16]1[O:20][N:19]=[C:18]([C:21]2[CH:26]=[CH:25][C:24]([CH3:27])=[CH:23][CH:22]=2)[N:17]=1)[C:9](=[O:10])[CH2:8][O:7][C:4]1[CH:5]=[CH:6][C:1]([CH3:12])=[CH:2][CH:3]=1, predict the reactants needed to synthesize it. The reactants are: [C:1]1([CH3:12])[CH:6]=[CH:5][C:4]([O:7][CH2:8][C:9](Cl)=[O:10])=[CH:3][CH:2]=1.[CH3:13][NH:14][CH2:15][C:16]1[O:20][N:19]=[C:18]([C:21]2[CH:26]=[CH:25][C:24]([CH3:27])=[CH:23][CH:22]=2)[N:17]=1.C(N(CC)CC)C. (3) Given the product [CH:19]1([O:18][C:16](=[O:17])[CH:9]([NH:8][C:6](=[O:7])[CH2:28][C:29]#[N:32])[C:10]2[CH:11]=[CH:12][CH:13]=[CH:14][CH:15]=2)[CH2:24][CH2:23][CH2:22][CH2:21][CH2:20]1, predict the reactants needed to synthesize it. The reactants are: CC(O[C:6]([NH:8][C@H:9]([C:16]([OH:18])=[O:17])[C:10]1[CH:15]=[CH:14][CH:13]=[CH:12][CH:11]=1)=[O:7])(C)C.[CH:19]1(O)[CH2:24][CH2:23][CH2:22][CH2:21][CH2:20]1.C1CC[CH:29]([N:32]=C=NC2CCCCC2)[CH2:28]C1.FC(F)(F)C(O)=O.C(CC(O)=O)#N.CN(C(ON1N=NC2C=CC=NC1=2)=[N+](C)C)C.F[P-](F)(F)(F)(F)F. (4) Given the product [ClH:8].[NH2:32][C:33]([CH3:37])([CH3:36])[C:34]#[C:35][C:9]1[C:18]2[C:13](=[CH:14][C:15]([C:19]#[N:20])=[CH:16][CH:17]=2)[C:12]([NH:21][CH2:22][C:23]2[CH:28]=[CH:27][C:26]([O:29][CH3:30])=[C:25]([Cl:31])[CH:24]=2)=[N:11][N:10]=1, predict the reactants needed to synthesize it. The reactants are: C(N(CC)CC)C.[Cl:8][C:9]1[C:18]2[C:13](=[CH:14][C:15]([C:19]#[N:20])=[CH:16][CH:17]=2)[C:12]([NH:21][CH2:22][C:23]2[CH:28]=[CH:27][C:26]([O:29][CH3:30])=[C:25]([Cl:31])[CH:24]=2)=[N:11][N:10]=1.[NH2:32][C:33]([CH3:37])([CH3:36])[C:34]#[CH:35].N. (5) Given the product [CH2:1]([O:8][C:9]1[CH:14]=[CH:13][C:12]([C:15]2[NH:38][C:18]3[N:19]=[CH:20][N:21]=[C:22]([O:23][C:24]4[CH:29]=[CH:28][C:27]([NH:30][C:31]([NH:33][CH:34]5[CH2:36][CH2:35]5)=[O:32])=[C:26]([Cl:37])[CH:25]=4)[C:17]=3[CH:16]=2)=[CH:11][CH:10]=1)[C:2]1[CH:3]=[CH:4][CH:5]=[CH:6][CH:7]=1, predict the reactants needed to synthesize it. The reactants are: [CH2:1]([O:8][C:9]1[CH:14]=[CH:13][C:12]([C:15]2[N:38](COCC[Si](C)(C)C)[C:18]3[N:19]=[CH:20][N:21]=[C:22]([O:23][C:24]4[CH:29]=[CH:28][C:27]([NH:30][C:31]([NH:33][CH:34]5[CH2:36][CH2:35]5)=[O:32])=[C:26]([Cl:37])[CH:25]=4)[C:17]=3[CH:16]=2)=[CH:11][CH:10]=1)[C:2]1[CH:7]=[CH:6][CH:5]=[CH:4][CH:3]=1.O.